Predict the product of the given reaction. From a dataset of Forward reaction prediction with 1.9M reactions from USPTO patents (1976-2016). (1) Given the reactants [Cl:1][C:2]1[N:10]=[C:9]2[C:5]([N:6]=[CH:7][N:8]2[CH2:11][CH2:12][CH3:13])=[C:4](Cl)[N:3]=1.[CH2:15]([NH2:22])[C:16]1[CH:21]=[CH:20][CH:19]=[CH:18][CH:17]=1.C(N(CC)CC)C, predict the reaction product. The product is: [CH2:15]([NH:22][C:4]1[N:3]=[C:2]([Cl:1])[N:10]=[C:9]2[C:5]=1[N:6]=[CH:7][N:8]2[CH2:11][CH2:12][CH3:13])[C:16]1[CH:21]=[CH:20][CH:19]=[CH:18][CH:17]=1. (2) Given the reactants C([O:3][C:4](=[O:23])/[CH:5]=[CH:6]/[C:7]([N:9]1[C:14]2[CH:15]=[CH:16][CH:17]=[C:18]([Br:19])[C:13]=2[O:12][CH:11]([CH:20]([CH3:22])[CH3:21])[CH2:10]1)=[O:8])C.[OH-].[Na+], predict the reaction product. The product is: [Br:19][C:18]1[C:13]2[O:12][CH:11]([CH:20]([CH3:22])[CH3:21])[CH2:10][N:9]([C:7](=[O:8])/[CH:6]=[CH:5]/[C:4]([OH:23])=[O:3])[C:14]=2[CH:15]=[CH:16][CH:17]=1. (3) Given the reactants [CH3:1][O:2][C:3](=[O:24])[CH2:4][C:5]1[C:14]([CH3:15])=[C:13]([C:16]2[CH:21]=[CH:20][C:19]([NH2:22])=[CH:18][CH:17]=2)[C:12]2[C:7](=[CH:8][CH:9]=[C:10]([F:23])[CH:11]=2)[CH:6]=1.[F:25][C:26]([F:42])([F:41])[C:27]1[CH:28]=[C:29]([S:37](Cl)(=[O:39])=[O:38])[CH:30]=[C:31]([C:33]([F:36])([F:35])[F:34])[CH:32]=1.C(N(C(C)C)CC)(C)C, predict the reaction product. The product is: [CH3:1][O:2][C:3](=[O:24])[CH2:4][C:5]1[C:14]([CH3:15])=[C:13]([C:16]2[CH:21]=[CH:20][C:19]([NH:22][S:37]([C:29]3[CH:30]=[C:31]([C:33]([F:34])([F:35])[F:36])[CH:32]=[C:27]([C:26]([F:25])([F:41])[F:42])[CH:28]=3)(=[O:39])=[O:38])=[CH:18][CH:17]=2)[C:12]2[C:7](=[CH:8][CH:9]=[C:10]([F:23])[CH:11]=2)[CH:6]=1. (4) Given the reactants [CH3:1][NH:2][C@H:3]([C:13]([NH:15][C@H:16]([C:21]([N:23]([C@@H:25]([CH:32]([CH3:34])[CH3:33])/[CH:26]=[C:27](/[C:29]([OH:31])=[O:30])\[CH3:28])[CH3:24])=[O:22])[C:17]([CH3:20])([CH3:19])[CH3:18])=[O:14])[C:4]([CH3:12])([CH3:11])[C:5]1[CH:10]=[CH:9][CH:8]=[CH:7][CH:6]=1.[CH2:35]([O:42][C:43]1[CH:50]=[CH:49][C:46]([CH2:47]O)=[CH:45][CH:44]=1)[C:36]1[CH:41]=[CH:40][CH:39]=[CH:38][CH:37]=1.CN(C1C=CC=CN=1)C, predict the reaction product. The product is: [CH3:1][NH:2][C@H:3]([C:13]([NH:15][C@H:16]([C:21]([N:23]([C@H:25]([CH:32]([CH3:34])[CH3:33])/[CH:26]=[C:27](\[CH3:28])/[C:29]([O:31][CH2:47][C:46]1[CH:49]=[CH:50][C:43]([O:42][CH2:35][C:36]2[CH:41]=[CH:40][CH:39]=[CH:38][CH:37]=2)=[CH:44][CH:45]=1)=[O:30])[CH3:24])=[O:22])[C:17]([CH3:20])([CH3:19])[CH3:18])=[O:14])[C:4]([CH3:11])([CH3:12])[C:5]1[CH:10]=[CH:9][CH:8]=[CH:7][CH:6]=1. (5) Given the reactants [Si:1]([O:8][C@H:9]([C:53]1[CH:58]=[CH:57][C:56]([OH:59])=[C:55]([NH:60][CH:61]=[O:62])[CH:54]=1)[CH2:10][NH:11][CH2:12][CH2:13][CH2:14][CH2:15][CH2:16][CH2:17][NH:18][C:19]([C:21]1[CH:22]=[C:23]([S:27]([C:30]2[CH:31]=[C:32]3[C:37](=[C:38]([CH3:40])[CH:39]=2)[N:36]=[CH:35][C:34]([C:41]([NH2:43])=[O:42])=[C:33]3[NH:44][C:45]2[CH:50]=[CH:49][CH:48]=[C:47]([O:51][CH3:52])[CH:46]=2)(=[O:29])=[O:28])[CH:24]=[CH:25][CH:26]=1)=[O:20])([C:4]([CH3:7])([CH3:6])[CH3:5])([CH3:3])[CH3:2].[CH3:63]OC1C=C(NC2C3C(=C(C)C=C(S(C4C=CC=C(C(=O)N(C)CCCCCC=O)C=4)(=O)=O)C=3)N=CC=2C(N)=O)C=CC=1, predict the reaction product. The product is: [Si:1]([O:8][C@H:9]([C:53]1[CH:58]=[CH:57][C:56]([OH:59])=[C:55]([NH:60][CH:61]=[O:62])[CH:54]=1)[CH2:10][NH:11][CH2:12][CH2:13][CH2:14][CH2:15][CH2:16][CH2:17][N:18]([CH3:63])[C:19]([C:21]1[CH:22]=[C:23]([S:27]([C:30]2[CH:31]=[C:32]3[C:37](=[C:38]([CH3:40])[CH:39]=2)[N:36]=[CH:35][C:34]([C:41]([NH2:43])=[O:42])=[C:33]3[NH:44][C:45]2[CH:50]=[CH:49][CH:48]=[C:47]([O:51][CH3:52])[CH:46]=2)(=[O:28])=[O:29])[CH:24]=[CH:25][CH:26]=1)=[O:20])([C:4]([CH3:7])([CH3:5])[CH3:6])([CH3:2])[CH3:3]. (6) The product is: [CH3:29][C:2]1[CH:3]=[CH:4][C:5]2[N:6]([C:8]([C:11]([N:13]3[CH2:18][CH2:17][CH:16]([C:19]4[CH:24]=[CH:23][CH:22]=[CH:21][C:20]=4[C:25]([F:26])([F:27])[F:28])[CH2:15][CH2:14]3)=[O:12])=[N:9][N:10]=2)[CH:7]=1. Given the reactants Br[C:2]1[CH:3]=[CH:4][C:5]2[N:6]([C:8]([C:11]([N:13]3[CH2:18][CH2:17][CH:16]([C:19]4[CH:24]=[CH:23][CH:22]=[CH:21][C:20]=4[C:25]([F:28])([F:27])[F:26])[CH2:15][CH2:14]3)=[O:12])=[N:9][N:10]=2)[CH:7]=1.[CH3:29]N1C(=O)CCC1.C[Mg+].[Br-].Cl.C([O-])(O)=O.[Na+], predict the reaction product. (7) Given the reactants [O:1]1[C:5]2[CH:6]=[CH:7][C:8]([C:10]3[S:11][CH:12]=[C:13]([C:15]([OH:17])=O)[N:14]=3)=[CH:9][C:4]=2[CH2:3][CH2:2]1.[NH2:18][C:19]1[CH:24]=[C:23]([C:25]#[N:26])[CH:22]=[CH:21][N:20]=1.F[P-](F)(F)(F)(F)F.N1(OC(N(C)C)=[N+](C)C)C2C=CC=CC=2N=N1.C(N(CC)C(C)C)(C)C, predict the reaction product. The product is: [C:25]([C:23]1[CH:22]=[CH:21][N:20]=[C:19]([NH:18][C:15]([C:13]2[N:14]=[C:10]([C:8]3[CH:7]=[CH:6][C:5]4[O:1][CH2:2][CH2:3][C:4]=4[CH:9]=3)[S:11][CH:12]=2)=[O:17])[CH:24]=1)#[N:26]. (8) The product is: [CH3:12][C@H:13]1[NH:14][C@@H:15]([CH3:19])[CH2:16][N:17]([CH2:8][C:7]2[CH:10]=[CH:11][C:4]([C:1](=[O:3])[CH3:2])=[CH:5][CH:6]=2)[CH2:18]1. Given the reactants [C:1]([C:4]1[CH:11]=[CH:10][C:7]([CH:8]=O)=[CH:6][CH:5]=1)(=[O:3])[CH3:2].[CH3:12][C@H:13]1[CH2:18][NH:17][CH2:16][C@@H:15]([CH3:19])[NH:14]1, predict the reaction product. (9) Given the reactants [CH3:1][C:2]1[N:7]=[C:6]([C:8]2[N:9]=[C:10]3[CH:15]=[CH:14][CH:13]=[CH:12][N:11]3[C:16]=2[C:17]2[CH:22]=[CH:21][N:20]=[C:19]([C:23]3[CH:28]=[CH:27][C:26]([NH2:29])=[CH:25][CH:24]=3)[CH:18]=2)[CH:5]=[CH:4][CH:3]=1.[F:30][C:31]([F:44])([F:43])[S:32](O[S:32]([C:31]([F:44])([F:43])[F:30])(=[O:34])=[O:33])(=[O:34])=[O:33].C(N(CC)CC)C.O, predict the reaction product. The product is: [CH3:1][C:2]1[N:7]=[C:6]([C:8]2[N:9]=[C:10]3[CH:15]=[CH:14][CH:13]=[CH:12][N:11]3[C:16]=2[C:17]2[CH:22]=[CH:21][N:20]=[C:19]([C:23]3[CH:24]=[CH:25][C:26]([NH:29][S:32]([C:31]([F:44])([F:43])[F:30])(=[O:34])=[O:33])=[CH:27][CH:28]=3)[CH:18]=2)[CH:5]=[CH:4][CH:3]=1. (10) Given the reactants Cl.[NH2:2][OH:3].C(=O)(O)[O-].[Na+].[C:9]([C:11]1[CH:12]=[C:13]2[C:17](=[CH:18][CH:19]=1)[NH:16][C:15]([C:20]([O:22][CH2:23][CH3:24])=[O:21])=[CH:14]2)#[N:10], predict the reaction product. The product is: [OH:3][NH:2][C:9](=[NH:10])[C:11]1[CH:12]=[C:13]2[C:17](=[CH:18][CH:19]=1)[NH:16][C:15]([C:20]([O:22][CH2:23][CH3:24])=[O:21])=[CH:14]2.